This data is from Catalyst prediction with 721,799 reactions and 888 catalyst types from USPTO. The task is: Predict which catalyst facilitates the given reaction. (1) Reactant: [O:1]=[C:2]1[NH:7][C:6](=[O:8])[CH:5]=[N:4][N:3]1[C:9]1[CH:10]=[CH:11][C:12]([CH3:27])=[C:13]([CH:26]=1)[C:14]([NH:16][CH2:17][C:18]1([OH:25])[CH2:24][CH2:23][CH2:22][CH2:21][CH2:20][CH2:19]1)=[O:15].C([O-])([O-])=O.[Cs+].[Cs+].Br[CH2:35][C:36]([NH2:38])=[O:37]. Product: [C:36]([CH2:35][N:7]1[C:6](=[O:8])[CH:5]=[N:4][N:3]([C:9]2[CH:10]=[CH:11][C:12]([CH3:27])=[C:13]([CH:26]=2)[C:14]([NH:16][CH2:17][C:18]2([OH:25])[CH2:24][CH2:23][CH2:22][CH2:21][CH2:20][CH2:19]2)=[O:15])[C:2]1=[O:1])(=[O:37])[NH2:38]. The catalyst class is: 58. (2) Reactant: [OH:1][C:2]1[CH:9]=[CH:8][C:7]([O:10][CH3:11])=[CH:6][C:3]=1[CH:4]=[O:5].C([O-])(=O)C.[Na+].[Br:17]Br.S([O-])([O-])(=O)=S.[Na+].[Na+]. Product: [Br:17][C:9]1[C:2]([OH:1])=[C:3]([CH:6]=[C:7]([O:10][CH3:11])[CH:8]=1)[CH:4]=[O:5]. The catalyst class is: 15. (3) Reactant: [CH3:1][C:2]1[C:6]([C:7]2[CH:12]=[CH:11][C:10]3[O:13][CH2:14][O:15][C:9]=3[CH:8]=2)=[C:5]([NH2:16])[NH:4][N:3]=1.[C:17]1([C:23](=O)[CH2:24][C:25](OCC)=[O:26])[CH:22]=[CH:21][CH:20]=[CH:19][CH:18]=1. Product: [CH2:14]1[O:13][C:10]2[CH:11]=[CH:12][C:7]([C:6]3[C:2]([CH3:1])=[N:3][N:4]4[C:23]([C:17]5[CH:22]=[CH:21][CH:20]=[CH:19][CH:18]=5)=[CH:24][C:25](=[O:26])[NH:16][C:5]=34)=[CH:8][C:9]=2[O:15]1. The catalyst class is: 17. (4) Reactant: C(O[BH-](OC(=O)C)OC(=O)C)(=O)C.[Na+].[F:15][C:16]1[C:42]([F:43])=[CH:41][CH:40]=[CH:39][C:17]=1[CH2:18][S:19][C:20]1[N:25]=[C:24]([NH:26][S:27]([N:30]2[CH2:35][CH2:34][C:33](=O)[CH2:32][CH2:31]2)(=[O:29])=[O:28])[CH:23]=[C:22]([O:37][CH3:38])[N:21]=1.[NH:44]1[CH2:49][CH2:48][O:47][CH2:46][CH2:45]1.[OH-].[Na+].Cl. Product: [F:15][C:16]1[C:42]([F:43])=[CH:41][CH:40]=[CH:39][C:17]=1[CH2:18][S:19][C:20]1[N:25]=[C:24]([NH:26][S:27]([N:30]2[CH2:31][CH2:32][CH:33]([N:44]3[CH2:49][CH2:48][O:47][CH2:46][CH2:45]3)[CH2:34][CH2:35]2)(=[O:29])=[O:28])[CH:23]=[C:22]([O:37][CH3:38])[N:21]=1. The catalyst class is: 322. (5) Reactant: [CH:1]([C:3]1[C:12]([O:13][C:14]2[CH:19]=[CH:18][C:17]([S:20]([CH3:23])(=[O:22])=[O:21])=[CH:16][CH:15]=2)=[CH:11][C:6]([C:7]([O:9][CH3:10])=[O:8])=[CH:5][C:4]=1[C:24]([O:26]C)=O)=O.Cl.NC.[BH3-][C:32]#[N:33].[Na+]. Product: [CH3:32][N:33]1[C:24](=[O:26])[C:4]2[C:3](=[C:12]([O:13][C:14]3[CH:19]=[CH:18][C:17]([S:20]([CH3:23])(=[O:22])=[O:21])=[CH:16][CH:15]=3)[CH:11]=[C:6]([C:7]([O:9][CH3:10])=[O:8])[CH:5]=2)[CH2:1]1. The catalyst class is: 5. (6) Reactant: C([O:8][NH:9][C:10](=[O:36])[C:11]1[CH:16]=[CH:15][C:14]([CH:17]2[CH2:22][CH2:21][CH2:20][CH:19]([NH:23][CH:24]([C:26]3[C:35]4[C:30](=[CH:31][CH:32]=[CH:33][CH:34]=4)[CH:29]=[CH:28][CH:27]=3)[CH3:25])[CH2:18]2)=[CH:13][CH:12]=1)C1C=CC=CC=1.C(ONC(=O)C1C=CC(C2CCCC(N[C@@H](C3C4C(=CC=CC=4)C=CC=3)C)C2)=CC=1)C1C=CC=CC=1. Product: [OH:8][NH:9][C:10](=[O:36])[C:11]1[CH:12]=[CH:13][C:14]([CH:17]2[CH2:22][CH2:21][CH2:20][CH:19]([NH:23][C@@H:24]([C:26]3[C:35]4[C:30](=[CH:31][CH:32]=[CH:33][CH:34]=4)[CH:29]=[CH:28][CH:27]=3)[CH3:25])[CH2:18]2)=[CH:15][CH:16]=1. The catalyst class is: 45. (7) Reactant: C[O:2][C:3](=[O:38])[CH:4]([O:35][CH2:36][CH3:37])[CH2:5][C:6]1[CH:11]=[CH:10][C:9]([C:12]2([CH2:15][N:16]([CH2:28][CH2:29][CH2:30][CH2:31][CH2:32][CH2:33][CH3:34])[C:17]([NH:19][C:20]3[CH:25]=[CH:24][C:23]([F:26])=[CH:22][C:21]=3[F:27])=[O:18])[CH2:14][CH2:13]2)=[CH:8][CH:7]=1.[Li+].[OH-]. Product: [F:27][C:21]1[CH:22]=[C:23]([F:26])[CH:24]=[CH:25][C:20]=1[NH:19][C:17](=[O:18])[N:16]([CH2:15][C:12]1([C:9]2[CH:8]=[CH:7][C:6]([CH2:5][CH:4]([O:35][CH2:36][CH3:37])[C:3]([OH:38])=[O:2])=[CH:11][CH:10]=2)[CH2:13][CH2:14]1)[CH2:28][CH2:29][CH2:30][CH2:31][CH2:32][CH2:33][CH3:34]. The catalyst class is: 7. (8) Reactant: [CH3:1][NH:2][C:3]1[C:8]([CH:9]=O)=[CH:7][N:6]=[C:5]([S:11][CH3:12])[N:4]=1.[CH3:13][O:14][C:15]1[CH:16]=[C:17]([CH:19]=[C:20]([O:22][CH3:23])[CH:21]=1)[NH2:18].C([BH3-])#N.[Na+].C(O)(=O)C. Product: [CH3:23][O:22][C:20]1[CH:19]=[C:17]([NH:18][CH2:9][C:8]2[C:3]([NH:2][CH3:1])=[N:4][C:5]([S:11][CH3:12])=[N:6][CH:7]=2)[CH:16]=[C:15]([O:14][CH3:13])[CH:21]=1. The catalyst class is: 5. (9) Reactant: [CH3:1][O:2][C:3](=[O:15])[C:4]1[CH:13]=[CH:12][C:7]([C:8]([O:10][CH3:11])=[O:9])=[CH:6][C:5]=1[NH2:14].CC(O)=O.[O-:20][C:21]#[N:22].[K+].[O-]C#N. Product: [NH2:22][C:21]([NH:14][C:5]1[CH:6]=[C:7]([C:8]([O:10][CH3:11])=[O:9])[CH:12]=[CH:13][C:4]=1[C:3]([O:2][CH3:1])=[O:15])=[O:20]. The catalyst class is: 6. (10) Product: [NH2:14][C@H:11]1[CH2:12][CH2:13][C@@H:8]([NH:7][C:6](=[O:30])[O:5][C:1]([CH3:2])([CH3:3])[CH3:4])[CH2:9][C@H:10]1[CH2:25][S:26]([CH3:29])(=[O:28])=[O:27]. Reactant: [C:1]([O:5][C:6](=[O:30])[NH:7][C@@H:8]1[CH2:13][CH2:12][C@H:11]([NH:14]C(OCC2C=CC=CC=2)=O)[C@H:10]([CH2:25][S:26]([CH3:29])(=[O:28])=[O:27])[CH2:9]1)([CH3:4])([CH3:3])[CH3:2].[H][H]. The catalyst class is: 19.